This data is from Peptide-MHC class I binding affinity with 185,985 pairs from IEDB/IMGT. The task is: Regression. Given a peptide amino acid sequence and an MHC pseudo amino acid sequence, predict their binding affinity value. This is MHC class I binding data. The peptide sequence is KSSSIDVDK. The MHC is HLA-A33:01 with pseudo-sequence HLA-A33:01. The binding affinity (normalized) is 0.